From a dataset of Forward reaction prediction with 1.9M reactions from USPTO patents (1976-2016). Predict the product of the given reaction. (1) Given the reactants [N:1]1[C:8]([Cl:9])=[N:7][C:5](Cl)=[N:4][C:2]=1[Cl:3].CC#N.[C:13]1([C@@H:19]([CH3:22])[CH2:20][NH2:21])[CH:18]=[CH:17][CH:16]=[CH:15][CH:14]=1.[OH-].[Na+], predict the reaction product. The product is: [Cl:9][C:8]1[N:1]=[C:2]([Cl:3])[N:4]=[C:5]([NH:21][CH2:20][C@@H:19]([C:13]2[CH:18]=[CH:17][CH:16]=[CH:15][CH:14]=2)[CH3:22])[N:7]=1. (2) Given the reactants [CH3:1][O:2][C:3]1[CH:17]=[CH:16][C:6]([O:7][C:8]2[CH:9]=[C:10]([CH:13]=[CH:14][CH:15]=2)[CH2:11][NH2:12])=[CH:5][CH:4]=1.[NH2:18][C:19]1[N:27]=[CH:26][CH:25]=[CH:24][C:20]=1[C:21](O)=[O:22].ON1C2C=CC=CC=2N=N1.CCN=C=NCCCN(C)C.C(=O)(O)[O-].[Na+], predict the reaction product. The product is: [CH3:1][O:2][C:3]1[CH:17]=[CH:16][C:6]([O:7][C:8]2[CH:9]=[C:10]([CH2:11][NH:12][C:21](=[O:22])[C:20]3[CH:24]=[CH:25][CH:26]=[N:27][C:19]=3[NH2:18])[CH:13]=[CH:14][CH:15]=2)=[CH:5][CH:4]=1.